From a dataset of Reaction yield outcomes from USPTO patents with 853,638 reactions. Predict the reaction yield, written as a fraction of the theoretical maximum amount of product (1.0 means a 100% yield; for example, 0.34 means a 34% yield). (1) The catalyst is CN(C)C1C=CN=CC=1.N1C=CC=CC=1. The reactants are [F:1][C:2]1[CH:3]=[C:4]([N:21]2[CH2:25][C@H:24]([CH2:26][N:27]3[CH:31]=[CH:30][N:29]=[N:28]3)[O:23][C:22]2=[O:32])[CH:5]=[CH:6][C:7]=1[C:8]1[CH:9]=[N:10][C:11]([C:14]2[CH2:18][C@@H:17]([CH2:19][OH:20])[O:16][N:15]=2)=[CH:12][CH:13]=1.Cl.[C:34](Cl)(=[O:41])[C:35]1[CH:40]=[CH:39][CH:38]=[N:37][CH:36]=1.CN(C)C=O. The yield is 0.480. The product is [C:34]([O:20][CH2:19][C@H:17]1[O:16][N:15]=[C:14]([C:11]2[CH:12]=[CH:13][C:8]([C:7]3[CH:6]=[CH:5][C:4]([N:21]4[CH2:25][C@H:24]([CH2:26][N:27]5[CH:31]=[CH:30][N:29]=[N:28]5)[O:23][C:22]4=[O:32])=[CH:3][C:2]=3[F:1])=[CH:9][N:10]=2)[CH2:18]1)(=[O:41])[C:35]1[CH:40]=[CH:39][CH:38]=[N:37][CH:36]=1. (2) The reactants are C[O:2][C:3](=O)[CH2:4][CH2:5][CH2:6][N:7]1[CH2:11][CH2:10][C@@H:9]([O:12][C:13]2[CH:18]=[CH:17][C:16]([CH2:19][C:20]3[CH:25]=[CH:24][CH:23]=[CH:22][CH:21]=3)=[CH:15][CH:14]=2)[CH2:8]1.[NH3:27]. The catalyst is CO. The product is [CH2:19]([C:16]1[CH:17]=[CH:18][C:13]([O:12][C@@H:9]2[CH2:10][CH2:11][N:7]([CH2:6][CH2:5][CH2:4][C:3]([NH2:27])=[O:2])[CH2:8]2)=[CH:14][CH:15]=1)[C:20]1[CH:25]=[CH:24][CH:23]=[CH:22][CH:21]=1. The yield is 0.750. (3) The reactants are [OH-].[Na+].[Br:3][C:4]1[CH:5]=[C:6]([C:13]([O:15]CC)=O)[C:7]2[CH:12]=[N:11][NH:10][C:8]=2[N:9]=1.[NH2:18][CH2:19][C:20]1[C:21](=[O:28])[NH:22][C:23]([CH3:27])=[CH:24][C:25]=1[CH3:26].C1CN([P+](ON2N=NC3C=CC=CC2=3)(N2CCCC2)N2CCCC2)CC1.F[P-](F)(F)(F)(F)F. The yield is 0.585. The product is [Br:3][C:4]1[CH:5]=[C:6]([C:13]([NH:18][CH2:19][C:20]2[C:21](=[O:28])[NH:22][C:23]([CH3:27])=[CH:24][C:25]=2[CH3:26])=[O:15])[C:7]2[CH:12]=[N:11][NH:10][C:8]=2[N:9]=1. The catalyst is CCO.CS(C)=O. (4) The reactants are [Cl:1][C:2]1[N:7]=[C:6]([CH2:8][C:9]([C:11]2[O:12][CH:13]=[CH:14][C:15]=2[CH3:16])=O)[CH:5]=[CH:4][CH:3]=1.Cl.[NH2:18][OH:19].[OH-].[Na+]. The catalyst is CO. The product is [Cl:1][C:2]1[N:7]=[C:6]([CH2:8][C:9]([C:11]2[O:12][CH:13]=[CH:14][C:15]=2[CH3:16])=[N:18][OH:19])[CH:5]=[CH:4][CH:3]=1. The yield is 0.520. (5) The reactants are Cl.[Cl:2][C:3]1[CH:8]=[C:7]([C:9]2[CH:14]=[CH:13][CH:12]=[C:11]([Cl:15])[CH:10]=2)[N:6]=[C:5]2[CH2:16][CH2:17][CH2:18][C:4]=12.[NH2:19][C:20]1[CH:25]=[CH:24][C:23]([CH2:26][CH2:27][C:28]([NH2:30])=[O:29])=[CH:22][CH:21]=1. The catalyst is CN1C(=O)CCC1. The product is [ClH:2].[Cl:15][C:11]1[CH:10]=[C:9]([C:7]2[N:6]=[C:5]3[CH2:16][CH2:17][CH2:18][C:4]3=[C:3]([NH:19][C:20]3[CH:21]=[CH:22][C:23]([CH2:26][CH2:27][C:28]([NH2:30])=[O:29])=[CH:24][CH:25]=3)[CH:8]=2)[CH:14]=[CH:13][CH:12]=1. The yield is 0.540. (6) The reactants are Cl.[O:2]1[CH:6]=[CH:5][N:4]=[C:3]1[C:7](=[O:17])[CH2:8][CH2:9][CH2:10][CH:11]1[CH2:16][CH2:15][NH:14][CH2:13][CH2:12]1.CCN(CC)CC.[O:25]([C:32]1[CH:33]=[C:34]([CH:37]=[CH:38][CH:39]=1)[CH:35]=O)[C:26]1[CH:31]=[CH:30][CH:29]=[CH:28][CH:27]=1.[BH-](OC(C)=O)(OC(C)=O)OC(C)=O.[Na+]. The catalyst is C(Cl)Cl. The product is [O:2]1[CH:6]=[CH:5][N:4]=[C:3]1[C:7](=[O:17])[CH2:8][CH2:9][CH2:10][CH:11]1[CH2:16][CH2:15][N:14]([CH2:35][C:34]2[CH:37]=[CH:38][CH:39]=[C:32]([O:25][C:26]3[CH:31]=[CH:30][CH:29]=[CH:28][CH:27]=3)[CH:33]=2)[CH2:13][CH2:12]1. The yield is 0.650.